From a dataset of Peptide-MHC class I binding affinity with 185,985 pairs from IEDB/IMGT. Regression. Given a peptide amino acid sequence and an MHC pseudo amino acid sequence, predict their binding affinity value. This is MHC class I binding data. (1) The peptide sequence is MPILTLTRA. The MHC is HLA-B53:01 with pseudo-sequence HLA-B53:01. The binding affinity (normalized) is 0.0801. (2) The peptide sequence is SWGANDTDVFV. The MHC is Patr-A0901 with pseudo-sequence Patr-A0901. The binding affinity (normalized) is 0.561. (3) The peptide sequence is ETDDYMFFV. The MHC is HLA-B58:01 with pseudo-sequence HLA-B58:01. The binding affinity (normalized) is 0.0847. (4) The peptide sequence is NVLSIAPIMF. The MHC is Mamu-A02 with pseudo-sequence Mamu-A02. The binding affinity (normalized) is 0.535. (5) The binding affinity (normalized) is 0. The MHC is Mamu-A02 with pseudo-sequence Mamu-A02. The peptide sequence is LLALADRIY. (6) The peptide sequence is RIVARQIVD. The MHC is HLA-A02:01 with pseudo-sequence HLA-A02:01. The binding affinity (normalized) is 0.197. (7) The peptide sequence is LPDDFMGCVL. The MHC is HLA-B53:01 with pseudo-sequence HLA-B53:01. The binding affinity (normalized) is 0.426. (8) The peptide sequence is SDDQLRLLK. The MHC is HLA-A02:01 with pseudo-sequence HLA-A02:01. The binding affinity (normalized) is 0.0847.